From a dataset of Catalyst prediction with 721,799 reactions and 888 catalyst types from USPTO. Predict which catalyst facilitates the given reaction. (1) Reactant: [Cl:1][C:2]1[CH:3]=[C:4]([C:8]#[C:9][C:10]2[NH:11][O:12][CH:13]3[NH:17][CH2:16][CH2:15][C:14]=23)[CH:5]=[CH:6][CH:7]=1.C(N(CC)CC)C.[CH3:25][C:26]1[O:30][C:29]([C:31](Cl)=[O:32])=[CH:28][CH:27]=1.O. Product: [Cl:1][C:2]1[CH:3]=[C:4]([C:8]#[C:9][C:10]2[CH:14]3[CH2:15][CH2:16][N:17]([C:31]([C:29]4[O:30][C:26]([CH3:25])=[CH:27][CH:28]=4)=[O:32])[CH:13]3[O:12][N:11]=2)[CH:5]=[CH:6][CH:7]=1. The catalyst class is: 2. (2) Reactant: Cl[C:2]1[C:11]2[C:6](=[CH:7][CH:8]=[CH:9][CH:10]=2)[C:5]([N:12]2[CH2:17][CH2:16][N:15]([C:18]([CH:20]3[CH2:25][CH2:24][CH2:23][CH2:22][CH2:21]3)=[O:19])[CH2:14][C@H:13]2[CH3:26])=[N:4][N:3]=1.[C:27]([C:30]1[CH:35]=[CH:34][C:33](B(O)O)=[CH:32][CH:31]=1)(=[O:29])[NH2:28].C1(P(C2CCCCC2)C2C(OC)=CC=CC=2OC)CCCCC1.[O-]P([O-])([O-])=O.[K+].[K+].[K+]. Product: [C:18]([N:15]1[CH2:16][CH2:17][N:12]([C:5]2[C:6]3[C:11](=[CH:10][CH:9]=[CH:8][CH:7]=3)[C:2]([C:33]3[CH:34]=[CH:35][C:30]([C:27]([NH2:28])=[O:29])=[CH:31][CH:32]=3)=[N:3][N:4]=2)[C@H:13]([CH3:26])[CH2:14]1)(=[O:19])[C:20]1[CH:25]=[CH:24][CH:23]=[CH:22][CH:21]=1. The catalyst class is: 110. (3) Reactant: [C:1]([O:5][C:6]([N:8]1[CH2:13][CH2:12][N:11]([C:14]2[CH:19]=[CH:18][CH:17]=[C:16]([NH2:20])[C:15]=2[OH:21])[CH2:10][CH2:9]1)=[O:7])([CH3:4])([CH3:3])[CH3:2].[Cl:22][CH2:23][S:24](Cl)(=[O:26])=[O:25].N1C=CC=CC=1. Product: [C:1]([O:5][C:6]([N:8]1[CH2:13][CH2:12][N:11]([C:14]2[CH:19]=[CH:18][CH:17]=[C:16]([NH:20][S:24]([CH2:23][Cl:22])(=[O:26])=[O:25])[C:15]=2[OH:21])[CH2:10][CH2:9]1)=[O:7])([CH3:4])([CH3:2])[CH3:3]. The catalyst class is: 116. (4) Reactant: [NH2:1][C:2]1[C:3]([F:10])=[C:4]([CH:7]=[CH:8][CH:9]=1)[C:5]#[N:6].C(=O)([O-])[O-].[K+].[K+].[C:17](Cl)(=[O:26])[O:18][CH2:19][C:20]1[CH:25]=[CH:24][CH:23]=[CH:22][CH:21]=1. Product: [C:5]([C:4]1[C:3]([F:10])=[C:2]([NH:1][C:17](=[O:26])[O:18][CH2:19][C:20]2[CH:25]=[CH:24][CH:23]=[CH:22][CH:21]=2)[CH:9]=[CH:8][CH:7]=1)#[N:6]. The catalyst class is: 1. (5) Reactant: [C:1]([O:5][C:6]([NH:8][CH:9]([CH2:15][C:16]1[CH:21]=[CH:20][CH:19]=[C:18]([OH:22])[CH:17]=1)[C:10]([O:12][CH2:13][CH3:14])=[O:11])=[O:7])([CH3:4])([CH3:3])[CH3:2].C(=O)([O-])[O-].[K+].[K+].[CH2:29](Br)[C:30]1[CH:35]=[CH:34][CH:33]=[CH:32][CH:31]=1. Product: [CH2:29]([O:22][C:18]1[CH:17]=[C:16]([CH2:15][CH:9]([NH:8][C:6]([O:5][C:1]([CH3:2])([CH3:3])[CH3:4])=[O:7])[C:10]([O:12][CH2:13][CH3:14])=[O:11])[CH:21]=[CH:20][CH:19]=1)[C:30]1[CH:35]=[CH:34][CH:33]=[CH:32][CH:31]=1. The catalyst class is: 21. (6) Reactant: [Br:1][C:2]1[C:7]([O:8][CH2:9][C:10]([OH:12])=[O:11])=[CH:6][CH:5]=[C:4]([C:13]([OH:15])=[O:14])[N:3]=1.[OH:16]O.O. Product: [Br:1][C:2]1[C:7]([O:8][CH2:9][C:10]([OH:12])=[O:11])=[CH:6][CH:5]=[C:4]([C:13]([OH:15])=[O:14])[N+:3]=1[O-:16]. The catalyst class is: 55.